This data is from Catalyst prediction with 721,799 reactions and 888 catalyst types from USPTO. The task is: Predict which catalyst facilitates the given reaction. Reactant: [ClH:1].O1CCOCC1.[CH3:8][N:9]1[CH:13]=[C:12]([C:14]2[CH:15]=[C:16]3[C:33](=[CH:34][CH:35]=2)[O:32][C:19]2([CH2:24][CH2:23][N:22](C(OC(C)(C)C)=O)[CH2:21][CH2:20]2)[CH2:18][C:17]3=[O:36])[CH:11]=[N:10]1. Product: [ClH:1].[CH3:8][N:9]1[CH:13]=[C:12]([C:14]2[CH:15]=[C:16]3[C:33](=[CH:34][CH:35]=2)[O:32][C:19]2([CH2:20][CH2:21][NH:22][CH2:23][CH2:24]2)[CH2:18][C:17]3=[O:36])[CH:11]=[N:10]1. The catalyst class is: 28.